From a dataset of Peptide-MHC class I binding affinity with 185,985 pairs from IEDB/IMGT. Regression. Given a peptide amino acid sequence and an MHC pseudo amino acid sequence, predict their binding affinity value. This is MHC class I binding data. (1) The peptide sequence is HYISMGTSGL. The MHC is H-2-Kd with pseudo-sequence H-2-Kd. The binding affinity (normalized) is 0.591. (2) The peptide sequence is RRYQIAQYK. The MHC is HLA-B18:01 with pseudo-sequence HLA-B18:01. The binding affinity (normalized) is 0.0847. (3) The peptide sequence is CTLNKSHLY. The MHC is HLA-A30:02 with pseudo-sequence HLA-A30:02. The binding affinity (normalized) is 0.733. (4) The peptide sequence is VHGMNFTKL. The MHC is HLA-B46:01 with pseudo-sequence HLA-B46:01. The binding affinity (normalized) is 0.0847. (5) The peptide sequence is KARNALDNL. The MHC is HLA-A30:01 with pseudo-sequence HLA-A30:01. The binding affinity (normalized) is 0.724.